Dataset: Rat liver microsome stability data. Task: Regression/Classification. Given a drug SMILES string, predict its absorption, distribution, metabolism, or excretion properties. Task type varies by dataset: regression for continuous measurements (e.g., permeability, clearance, half-life) or binary classification for categorical outcomes (e.g., BBB penetration, CYP inhibition). Dataset: rlm. (1) The compound is N[C@H]1CCCC[C@H]1Nc1cc2ccnc(O)c2c(Nc2cccc3c(Cl)c[nH]c23)n1. The result is 1 (stable in rat liver microsomes). (2) The drug is CCn1nnnc1Sc1ncnc2scc(-c3ccc(C)cc3)c12. The result is 1 (stable in rat liver microsomes).